Dataset: Forward reaction prediction with 1.9M reactions from USPTO patents (1976-2016). Task: Predict the product of the given reaction. (1) Given the reactants [CH2:1]([Mg]Br)[CH2:2][CH3:3].CON(C)[C:9]([C:11]1[S:19][C:14]2=[CH:15][N:16]=[CH:17][CH:18]=[C:13]2[C:12]=1[NH:20][C:21](=[O:27])[O:22][C:23]([CH3:26])([CH3:25])[CH3:24])=[O:10], predict the reaction product. The product is: [C:9]([C:11]1[S:19][C:14]2=[CH:15][N:16]=[CH:17][CH:18]=[C:13]2[C:12]=1[NH:20][C:21](=[O:27])[O:22][C:23]([CH3:24])([CH3:25])[CH3:26])(=[O:10])[CH2:1][CH2:2][CH3:3]. (2) The product is: [Br:29][CH2:25][CH2:24][C:3]1[CH:4]=[C:5]([C:14]2[CH:19]=[CH:18][C:17]([S:20]([CH3:23])(=[O:22])=[O:21])=[CH:16][CH:15]=2)[N:6]([C:7]2[CH:12]=[CH:11][C:10]([F:13])=[CH:9][CH:8]=2)[C:2]=1[CH3:1]. Given the reactants [CH3:1][C:2]1[N:6]([C:7]2[CH:12]=[CH:11][C:10]([F:13])=[CH:9][CH:8]=2)[C:5]([C:14]2[CH:19]=[CH:18][C:17]([S:20]([CH3:23])(=[O:22])=[O:21])=[CH:16][CH:15]=2)=[CH:4][C:3]=1[CH2:24][CH2:25]OC.P(Br)(Br)[Br:29], predict the reaction product. (3) Given the reactants [N:1]1[CH:6]=[CH:5][CH:4]=[CH:3][C:2]=1[C:7]#[C:8][C:9]1[CH:14]=[CH:13][C:12]([NH2:15])=[CH:11][CH:10]=1, predict the reaction product. The product is: [N:1]1[CH:6]=[CH:5][CH:4]=[CH:3][C:2]=1[CH2:7][CH2:8][C:9]1[CH:10]=[CH:11][C:12]([NH2:15])=[CH:13][CH:14]=1. (4) Given the reactants [Br:1][C:2]1[CH:7]=[CH:6][C:5]([NH:8][C:9](=[O:24])[C:10]2[CH:15]=[C:14]([NH2:16])[CH:13]=[CH:12][C:11]=2[N:17]2[CH2:22][CH2:21][CH:20]([CH3:23])[CH2:19][CH2:18]2)=[CH:4][CH:3]=1.[Cl:25][C:26]1[CH:34]=[CH:33][C:32]([CH2:35][NH:36][C:37]([C:39]([CH3:42])([CH3:41])[CH3:40])=[O:38])=[CH:31][C:27]=1[C:28](O)=[O:29].CN(C(ON1N=NC2C=CC=CC1=2)=[N+](C)C)C.[B-](F)(F)(F)F, predict the reaction product. The product is: [CH3:23][CH:20]1[CH2:19][CH2:18][N:17]([C:11]2[CH:12]=[CH:13][C:14]([NH:16][C:28](=[O:29])[C:27]3[CH:31]=[C:32]([CH2:35][NH:36][C:37]([C:39]([CH3:40])([CH3:42])[CH3:41])=[O:38])[CH:33]=[CH:34][C:26]=3[Cl:25])=[CH:15][C:10]=2[C:9]([NH:8][C:5]2[CH:6]=[CH:7][C:2]([Br:1])=[CH:3][CH:4]=2)=[O:24])[CH2:22][CH2:21]1. (5) Given the reactants [NH2:1][C:2]1[CH:7]=[CH:6][C:5]([NH:8][C:9](=[O:12])[CH2:10][CH3:11])=[CH:4][CH:3]=1.N1C=CC=CC=1.Cl[C:20]([O:22][CH2:23][C:24]([Cl:27])([Cl:26])[Cl:25])=[O:21], predict the reaction product. The product is: [C:9]([NH:8][C:5]1[CH:4]=[CH:3][C:2]([NH:1][C:20](=[O:21])[O:22][CH2:23][C:24]([Cl:27])([Cl:26])[Cl:25])=[CH:7][CH:6]=1)(=[O:12])[CH2:10][CH3:11]. (6) Given the reactants [OH:1][C:2]1[CH:9]=[CH:8][C:5]([CH:6]=[O:7])=[CH:4][CH:3]=1.[Br:10][CH:11]=[CH:12][CH2:13]Br, predict the reaction product. The product is: [Br:10]/[CH:11]=[CH:12]\[CH2:13][O:1][C:2]1[CH:9]=[CH:8][C:5]([CH:6]=[O:7])=[CH:4][CH:3]=1. (7) Given the reactants [CH3:1][N:2]1[CH:6]=[CH:5][N:4]=[CH:3]1.[Li]CCCC.C([C:14]1[CH:15]=[CH:16][C:17]([NH2:24])=[C:18]([S:20]([NH2:23])(=[O:22])=[O:21])[CH:19]=1)#N.C(N(CC(O)=O)CC(O)=O)CN(CC(O)=O)CC(O)=O.[OH-].[Na+], predict the reaction product. The product is: [NH2:24][C:17]1[CH:16]=[CH:15][C:14]([C:3]2[N:2]([CH3:1])[CH:6]=[CH:5][N:4]=2)=[CH:19][C:18]=1[S:20]([NH2:23])(=[O:21])=[O:22]. (8) Given the reactants [F:1][C:2]([F:16])([F:15])[CH2:3][O:4][C:5]1[C:14]2[C:9](=[CH:10][CH:11]=[CH:12][CH:13]=2)[CH:8]=[CH:7][CH:6]=1.[CH2:17]1[S:21](=O)[CH2:20][CH2:19][CH2:18]1.C(OC(C)C)(C)C.C([NH+](CC)CC)C.[C:37]12([C:47]([O:49][C:50]([C:60]([F:63])([F:62])[F:61])([C:56]([F:59])([F:58])[F:57])[CH2:51][S:52]([O-:55])(=[O:54])=[O:53])=[O:48])[CH2:46][CH:41]3[CH2:42][CH:43]([CH2:45][CH:39]([CH2:40]3)[CH2:38]1)[CH2:44]2, predict the reaction product. The product is: [F:1][C:2]([F:15])([F:16])[CH2:3][O:4][C:5]1[C:14]2[C:9](=[CH:10][CH:11]=[CH:12][CH:13]=2)[C:8]([S+:21]2[CH2:17][CH2:18][CH2:19][CH2:20]2)=[CH:7][CH:6]=1.[C:37]12([C:47]([O:49][C:50]([C:60]([F:63])([F:61])[F:62])([C:56]([F:57])([F:58])[F:59])[CH2:51][S:52]([O-:55])(=[O:53])=[O:54])=[O:48])[CH2:46][CH:41]3[CH2:42][CH:43]([CH2:45][CH:39]([CH2:40]3)[CH2:38]1)[CH2:44]2. (9) Given the reactants [Br:1][C:2]1[CH:3]=[C:4]([CH:33]=[CH:34][CH:35]=1)[O:5][CH2:6][C:7]1[N:12]=[C:11]([NH:13]CC2C=CC(OC)=C(OC)C=2)[N:10]2[N:25]=[C:26]([C:28]3[O:29][CH:30]=[CH:31][CH:32]=3)[N:27]=[C:9]2[CH:8]=1.C1(OC)C=CC=CC=1.FC(F)(F)S(O)(=O)=O.[OH-].[Na+], predict the reaction product. The product is: [NH2:13][C:11]1[N:10]2[N:25]=[C:26]([C:28]3[O:29][CH:30]=[CH:31][CH:32]=3)[N:27]=[C:9]2[CH:8]=[C:7]([CH2:6][O:5][C:4]2[CH:33]=[CH:34][CH:35]=[C:2]([Br:1])[CH:3]=2)[N:12]=1.